Predict the reaction yield, written as a fraction of the theoretical maximum amount of product (1.0 means a 100% yield; for example, 0.34 means a 34% yield). From a dataset of Reaction yield outcomes from USPTO patents with 853,638 reactions. (1) The reactants are C([BH3-])#N.[Na+].[I:5][C:6]1[CH:7]=[C:8]2[C:12](=[CH:13][CH:14]=1)[NH:11][CH:10]=[CH:9]2.[C:15](O[C:15]([O:17][C:18]([CH3:21])([CH3:20])[CH3:19])=[O:16])([O:17][C:18]([CH3:21])([CH3:20])[CH3:19])=[O:16].C(=O)(O)[O-].[Na+].Cl.C(N)C1C=CC=CC=1. The catalyst is C(O)(=O)C.O1CCCC1. The product is [I:5][C:6]1[CH:7]=[C:8]2[C:12](=[CH:13][CH:14]=1)[N:11]([C:15]([O:17][C:18]([CH3:21])([CH3:20])[CH3:19])=[O:16])[CH2:10][CH2:9]2. The yield is 0.450. (2) The reactants are [CH2:1]([C@:3]12[CH2:13][CH2:12][C@@:11]([OH:17])(CCC)[CH2:10][C@H:9]1CCC[C:5]1C=C(C(O)=O)C=[CH:21][C:4]2=1)[CH3:2].C([C@@]12CC[C@](O)(CCC)C[C@@H]1C[CH2:31][CH2:30][C:29]1[CH:42]=[C:43]([C:46]([OH:48])=O)[CH:44]=[CH:45]C2=1)C.CN(C(O[N:57]1N=[N:64][C:59]2[CH:60]=[CH:61][CH:62]=[CH:63][C:58]1=2)=[N+](C)C)C.F[P-](F)(F)(F)(F)F.[CH3:73]CN(C(C)C)C(C)C.[C:82]1(N)[C:83](N)=[CH:84]C=[CH:86][CH:87]=1. The catalyst is CN(C=O)C.O. The product is [CH3:60][C:59]1[C:58]([NH:57][C:46]([C:43]2[CH:44]=[CH:45][C:13]3[C@:3]4([CH2:1][C:2]5[CH:84]=[CH:83][CH:82]=[CH:87][CH:86]=5)[CH2:9][CH2:10][C@@:11]([CH2:12][CH3:73])([OH:17])[CH2:5][C@@H:4]4[CH2:21][CH2:31][CH2:30][C:29]=3[CH:42]=2)=[O:48])=[CH:63][CH:62]=[CH:61][N:64]=1. The yield is 0.930. (3) The reactants are [C:1]([C:3]1[CH:8]=[CH:7][C:6]([CH2:9][CH2:10][C:11]2[C:15]3[C:16](=[O:30])[N:17]([C:24]4[CH:29]=[CH:28][CH:27]=[CH:26][CH:25]=4)[C:18]4[N:19]=[CH:20][CH:21]=[CH:22][C:23]=4[C:14]=3[NH:13][N:12]=2)=[CH:5][CH:4]=1)#N.S(=O)(=O)(O)[OH:32].[OH2:36]. The catalyst is CS(C)=O. The product is [C:1]([C:3]1[CH:4]=[CH:5][C:6]([CH2:9][CH2:10][C:11]2[C:15]3[C:16](=[O:30])[N:17]([C:24]4[CH:25]=[CH:26][CH:27]=[CH:28][CH:29]=4)[C:18]4[N:19]=[CH:20][CH:21]=[CH:22][C:23]=4[C:14]=3[NH:13][N:12]=2)=[CH:7][CH:8]=1)([OH:32])=[O:36]. The yield is 1.00. (4) The reactants are [Cl:1][C:2]1[C:3]([N:11]2[CH2:16][CH2:15][CH:14]([C:17]([O:19][CH3:20])=[O:18])[CH2:13][CH2:12]2)=[N:4][CH:5]=[C:6]([CH:10]=1)[C:7]([OH:9])=[O:8].C(NC(=NC(C)C)O[C:27]([CH3:30])([CH3:29])[CH3:28])(C)C. The product is [Cl:1][C:2]1[C:3]([N:11]2[CH2:12][CH2:13][CH:14]([C:17]([O:19][CH3:20])=[O:18])[CH2:15][CH2:16]2)=[N:4][CH:5]=[C:6]([CH:10]=1)[C:7]([O:9][C:27]([CH3:30])([CH3:29])[CH3:28])=[O:8]. The catalyst is C1COCC1. The yield is 0.0500. (5) The reactants are [Si]([O:8][CH:9]1[CH2:18][CH2:17][CH2:16][C:15]2[N:14]=[C:13]([CH:19]3[C:27]4[C:22](=[CH:23][CH:24]=[C:25]([C:28]#[N:29])[CH:26]=4)[NH:21][C:20]3=[O:30])[CH:12]=[CH:11][C:10]1=2)(C(C)(C)C)(C)C.CCCC[N+](CCCC)(CCCC)CCCC.[F-]. The catalyst is O1CCCC1.C(OCC)(=O)C. The product is [OH:8][CH:9]1[CH2:18][CH2:17][CH2:16][C:15]2[N:14]=[C:13]([CH:19]3[C:27]4[C:22](=[CH:23][CH:24]=[C:25]([C:28]#[N:29])[CH:26]=4)[NH:21][C:20]3=[O:30])[CH:12]=[CH:11][C:10]1=2. The yield is 0.590. (6) The reactants are [CH3:1][O:2][CH2:3][CH2:4][CH2:5][O:6][C:7]1[CH:8]=[C:9]2[C:13](=[C:14]([N:16]([CH3:26])[S:17]([C:20]3[CH:25]=[CH:24][CH:23]=[CH:22][N:21]=3)(=[O:19])=[O:18])[CH:15]=1)[NH:12][C:11]([C:27]1[S:28][CH:29]([CH2:32][N:33]3[CH2:38][CH2:37][S:36][CH2:35][CH2:34]3)[CH2:30][N:31]=1)=[CH:10]2.CO.[OH:41]OS([O-])=O.[K+].S([O-])([O-])=O.[Na+].[Na+]. The catalyst is O1CCCC1.O. The product is [CH3:1][O:2][CH2:3][CH2:4][CH2:5][O:6][C:7]1[CH:8]=[C:9]2[C:13](=[C:14]([N:16]([CH3:26])[S:17]([C:20]3[CH:25]=[CH:24][CH:23]=[CH:22][N:21]=3)(=[O:19])=[O:18])[CH:15]=1)[NH:12][C:11]([C:27]1[S:28][CH:29]([CH2:32][N:33]3[CH2:34][CH2:35][S:36](=[O:41])[CH2:37][CH2:38]3)[CH2:30][N:31]=1)=[CH:10]2. The yield is 0.320. (7) The reactants are [CH3:1][N:2]1[C:6]([S:7][C:8]2[CH:9]=[C:10]([OH:14])C=C[CH:13]=2)=[C:5]([CH3:15])[C:4]([CH3:16])=[N:3]1.S(Cl)([Cl:20])(=O)=O.Cl[CH2:23][CH2:24][Cl:25]. No catalyst specified. The product is [Cl:25][C:24]1[CH:23]=[C:13]([Cl:20])[C:8]([S:7][C:6]2[N:2]([CH3:1])[N:3]=[C:4]([CH3:16])[C:5]=2[CH3:15])=[CH:9][C:10]=1[OH:14]. The yield is 0.160.